Dataset: Experimentally validated miRNA-target interactions with 360,000+ pairs, plus equal number of negative samples. Task: Binary Classification. Given a miRNA mature sequence and a target amino acid sequence, predict their likelihood of interaction. (1) The protein sequence of the target gene is MGGGGSALRVCADHRGGINWLSLSPDGQRLLTGSEDGTARLWSTADGQCCALLQGHESYVTFCQLEDEAAFTCSADCTIRRWDVLTGQCLQVYRGHTSIVNRILVANNQLFSSSYDRTARVWSVDKGQMSREFRGHRNCVLTLAYSAPWDLPSTPCAEEAAAGGLLVTGSTDGTAKVWQVASGCCHQTLRGHTGAVLCLVLDTPGHTAFTGSTDATIRAWDILSGEQLRVFREHRGSVICLELVNRLVYSGSADRTVKCWLADTGECVRTFTAHRRNVSALKYHAGTLFTGSGDACARAF.... Result: 0 (no interaction). The miRNA is mmu-miR-140-5p with sequence CAGUGGUUUUACCCUAUGGUAG. (2) The miRNA is hsa-miR-23b-5p with sequence UGGGUUCCUGGCAUGCUGAUUU. The protein sequence of the target gene is MAECGRGAAGGALPTSPSPALGAKGALKAGAGEGGGGGGGGRLGHGRARYDSGGVSNGDCSLGVSGDEARTSPGRGPLGVALARTPSPAAGPVPRDSKPGGLPRRSSIIKDGTKQKRERKKTVSFSSMPTEKKISSASDCINSMVEGSELKKVRSNSRIYHRYFLLDADMQSLRWEPSKKDSEKAKIDIKSIKEVRTGKNTDIFRSNGISEQISEDCAFSVIYGENYESLDLVANSADVANIWVTGLRYLISYGKHTLDMLESSQDNMRTSWISQMFSEIDVDGLGHITLCHAVQCIRNL.... Result: 0 (no interaction). (3) The miRNA is mmu-miR-3062-5p with sequence GGAGAAUGUAGUGUUACCGUGA. The protein sequence of the target gene is MQEPREQTLSQVNNPDASDEKPETSSLASNLSMSEEIMTCTDYIPRSSNDYTSQMYSAKPYAHILSVPVSETTYPGQTQYQTLQQSQPYAVYPQATQTYGLPPFASSTNASLIPTSSAIANIPAAAVASISNQDYPTYTILGQNQYQACYPSSSFGVTGQTNSDAETTTLAATTYQTEKPSAMVPAPATQRLPSDSSASPPLSQTTPNKDADDQARKNMTVKNRGKRKADASSSQDSELERVFLWDLDETIIIFHSLLTGSYAQKYGKDPTVVIGSGLTMEEMIFEVADTHLFFNDLEEC.... Result: 0 (no interaction). (4) The miRNA is hsa-miR-151a-5p with sequence UCGAGGAGCUCACAGUCUAGU. The protein sequence of the target gene is MPPQQGDPAFPDRCEAPPVPPRRERGGRGGRGPGEPGGRGRAGGAEGRGVKCVLVGDGAVGKTSLVVSYTTNGYPTEYIPTAFDNFSAVVSVDGRPVRLQLCDTAGQDEFDKLRPLCYTNTDIFLLCFSVVSPSSFQNVSEKWVPEIRCHCPKAPIILVGTQSDLREDVKVLIELDKCKEKPVPEEAAKLCAEEIKAASYIECSALTQKNLKEVFDAAIVAGIQYSDTQQQPKKSKSRTPDKMKNLSKSWWKKYCCFV. Result: 0 (no interaction). (5) The miRNA is hsa-miR-543 with sequence AAACAUUCGCGGUGCACUUCUU. The protein sequence of the target gene is MSSNVPADMINLRLILVSGKTKEFLFSPNDSASDIAKHVYDNWPMDWEEEQVSSPNILRLIYQGRFLHGNVTLGALKLPFGKTTVMHLVARETLPEPNSQGQRNREKTGESNCCVIL. Result: 1 (interaction). (6) The miRNA is hsa-miR-519c-3p with sequence AAAGUGCAUCUUUUUAGAGGAU. The protein sequence of the target gene is MSRRKQAKPQHLKSDEELLPPDGAPEHAAPGEGAEDADSGPESRSGGEETSVCEKCCAEFFKWADFLEHQRSCTKLPPVLIVHEDAPAPPPEDFPEPSPASSPSERAESEAAEEAGAEGAEGEARPVEKEAEPMDAEPAGDTRAPRPPPAAPAPPTPAYGAPSTNVTLEALLSTKVAVAQFSQGARAAGGSGAGGGVAAAAVPLILEQLMALQQQQIHQLQLIEQIRSQVALMQRPPPRPSLSPAAAPSAPGPAPSQLPGLAALPLSAGAPAAAIAGSGPAAPAAFEGAQPLSRPESGAS.... Result: 1 (interaction). (7) The miRNA is mmu-miR-136-5p with sequence ACUCCAUUUGUUUUGAUGAUGG. The protein sequence of the target gene is MTVTKMSWRPQYRSSKFRNVYGKAANREHCFDGIPITKNVHDNHFCAVNARFLAIVTESAGGGSFLVIPLEQTGRIEPNYPKVCGHQGNVLDIKWNPFIDNIIASCSEDTSVRIWEIPDGGLKRNMTEALLELHGHSRRVGLVEWHPTTNNILFSAGYDYKVLIWNLDIGEPVKMIDCHTDVILCMSFNTDGSLLTTTCKDKKLRVIEPRSGRVLQEANCKNHRVNRVVFLGNMKRLLTTGVSRWNTRQIALWDQEDLSMPMIEEEIDGLSGLLFPFYDADTHMLYLAGKGDGNIRYYEI.... Result: 1 (interaction). (8) The miRNA is hsa-miR-222-3p with sequence AGCUACAUCUGGCUACUGGGU. The protein sequence of the target gene is MDASLEKIADPTLAEMGKNLKEAVKMLEDSQRRTEEENGKKLISGDIPGPLQGSGQDMVSILQLVQNLMHGDEDEEPQSPRIQNIGEQGHMALLGHSLGAYISTLDKEKLRKLTTRILSDTTLWLCRIFRYENGCAYFHEEEREGLAKICRLAIHSRYEDFVVDGFNVLYNKKPVIYLSAAARPGLGQYLCNQLGLPFPCLCRVPCNTVFGSQHQMDVAFLEKLIKDDIERGRLPLLLVANAGTAAVGHTDKIGRLKELCEQYGIWLHVEGVNLATLALGYVSSSVLAAAKCDSMTMTPG.... Result: 1 (interaction). (9) The miRNA is hsa-miR-877-3p with sequence UCCUCUUCUCCCUCCUCCCAG. The protein sequence of the target gene is MKKEHVLHCQFSAWYPFFRGVTIKSVILPLPQNVKDYLLDDGTLVVSGRDDPPTHSQPDSDDEAEEIQWSDDENTATLTAPEFPEFATKVQEAINSLGGSVFPKLNWSAPRDAYWIAMNSSLKCKTLSDIFLLFKSSDFITRDFTQPFIHCTDDSPDPCIEYELVLRKWCELIPGAEFRCFVKENKLIGISQRDYTQYYDHISKQKEEIRRCIQDFFKKHIQYKFLDEDFVFDIYRDSRGKVWLIDFNPFGEVTDSLLFTWEELISENNLNGDFSEVDAQEQDSPAFRCTNSEVTVQPSP.... Result: 1 (interaction).